Dataset: Peptide-MHC class II binding affinity with 134,281 pairs from IEDB. Task: Regression. Given a peptide amino acid sequence and an MHC pseudo amino acid sequence, predict their binding affinity value. This is MHC class II binding data. (1) The peptide sequence is FLIMRNLTNLLSARK. The MHC is DRB1_0401 with pseudo-sequence DRB1_0401. The binding affinity (normalized) is 1.00. (2) The peptide sequence is MAVHQYTVALFLAVA. The MHC is DRB4_0101 with pseudo-sequence DRB4_0103. The binding affinity (normalized) is 0.156. (3) The peptide sequence is YDKFLANCSTVLTGK. The MHC is DRB1_1302 with pseudo-sequence DRB1_1302. The binding affinity (normalized) is 0.752. (4) The MHC is DRB1_0101 with pseudo-sequence DRB1_0101. The binding affinity (normalized) is 0.544. The peptide sequence is GELWIVDKIDAAFKI. (5) The peptide sequence is LGNIIQRLHGLSAFSLHSY. The MHC is DRB1_1101 with pseudo-sequence DRB1_1101. The binding affinity (normalized) is 0. (6) The peptide sequence is SINYRTEIDKPSQHH. The MHC is DRB1_0701 with pseudo-sequence DRB1_0701. The binding affinity (normalized) is 0.0827. (7) The peptide sequence is NGLATTGTLVLEWTRLSDIT. The MHC is DRB1_0401 with pseudo-sequence DRB1_0401. The binding affinity (normalized) is 0.527.